This data is from Forward reaction prediction with 1.9M reactions from USPTO patents (1976-2016). The task is: Predict the product of the given reaction. (1) Given the reactants CO[C:3](=O)[CH2:4][CH2:5][CH2:6][C:7]1[O:8][CH:9]=[C:10]([C:12]2[CH:17]=[CH:16][CH:15]=[CH:14][C:13]=2[N+:18]([O-:20])=[O:19])[N:11]=1.BrCC(C1C=CC=CC=1[N+]([O-])=O)=O.[CH2:35]([O:37][C:38](=[O:47])[CH2:39]CCCCC(=O)N)[CH3:36], predict the reaction product. The product is: [CH2:35]([O:37][C:38](=[O:47])[CH2:39][CH2:3][CH2:4][CH2:5][CH2:6][C:7]1[O:8][CH:9]=[C:10]([C:12]2[CH:17]=[CH:16][CH:15]=[CH:14][C:13]=2[N+:18]([O-:20])=[O:19])[N:11]=1)[CH3:36]. (2) Given the reactants [O:1]1[C:5]2[CH:6]=[CH:7][CH:8]=[CH:9][C:4]=2[N:3]=[C:2]1[N:10]1[CH2:15][CH2:14][CH2:13][CH2:12][C@H:11]1[C:16]([OH:18])=O.[CH3:19][CH:20]1[N:25]([CH2:26][CH2:27][NH2:28])[CH:24]([CH3:29])[CH2:23][O:22][CH2:21]1, predict the reaction product. The product is: [O:1]1[C:5]2[CH:6]=[CH:7][CH:8]=[CH:9][C:4]=2[N:3]=[C:2]1[N:10]1[CH2:15][CH2:14][CH2:13][CH2:12][C@H:11]1[C:16]([NH:28][CH2:27][CH2:26][N:25]1[CH:24]([CH3:29])[CH2:23][O:22][CH2:21][CH:20]1[CH3:19])=[O:18]. (3) Given the reactants Cl.C(OC(=O)[NH:8][C@@H:9]1[CH2:15][CH2:14][N:13]2[C:16]3[N:32]=[CH:31][N:30]=[C:29]([NH2:33])[C:17]=3[C:18]([C:19]3[CH:20]=[N:21][C:22]4[C:27]([CH:28]=3)=[CH:26][CH:25]=[CH:24][CH:23]=4)=[C:12]2[CH2:11][CH2:10]1)(C)(C)C.[OH-].[Na+], predict the reaction product. The product is: [N:21]1[C:22]2[C:27](=[CH:26][CH:25]=[CH:24][CH:23]=2)[CH:28]=[C:19]([C:18]2[C:17]3[C:29]([NH2:33])=[N:30][CH:31]=[N:32][C:16]=3[N:13]3[CH2:14][CH2:15][C@@H:9]([NH2:8])[CH2:10][CH2:11][C:12]=23)[CH:20]=1.